Dataset: Reaction yield outcomes from USPTO patents with 853,638 reactions. Task: Predict the reaction yield, written as a fraction of the theoretical maximum amount of product (1.0 means a 100% yield; for example, 0.34 means a 34% yield). The reactants are [Cl:1][C:2]1[C:3]2[CH:14]=[CH:13][C:12](=[O:15])[N:11]([C:16]3[C:21]([F:22])=[CH:20][CH:19]=[CH:18][C:17]=3[F:23])[C:4]=2[N:5]=[C:6](S(C)=O)[N:7]=1.[CH3:24][CH:25]1[CH2:30][CH2:29][N:28]([CH:31]2[CH2:36][CH2:35][NH:34][CH2:33][CH2:32]2)[CH2:27][CH2:26]1.C(N(CC)CC)C. The catalyst is ClCCl. The product is [Cl:1][C:2]1[C:3]2[CH:14]=[CH:13][C:12](=[O:15])[N:11]([C:16]3[C:21]([F:22])=[CH:20][CH:19]=[CH:18][C:17]=3[F:23])[C:4]=2[N:5]=[C:6]([N:34]2[CH2:35][CH2:36][CH:31]([N:28]3[CH2:29][CH2:30][CH:25]([CH3:24])[CH2:26][CH2:27]3)[CH2:32][CH2:33]2)[N:7]=1. The yield is 0.510.